From a dataset of Forward reaction prediction with 1.9M reactions from USPTO patents (1976-2016). Predict the product of the given reaction. (1) Given the reactants Cl.C([NH:5][C:6]1[C:7](=[O:17])[O:8][C:9]2[C:14]([CH:15]=1)=[CH:13][C:12]([NH2:16])=[CH:11][CH:10]=2)(=O)C, predict the reaction product. The product is: [NH2:5][C:6]1[C:7](=[O:17])[O:8][C:9]2[C:14]([CH:15]=1)=[CH:13][C:12]([NH2:16])=[CH:11][CH:10]=2. (2) Given the reactants [NH2:1][C:2]12[CH2:10][CH2:9][CH:6]([CH2:7][CH2:8]1)[CH2:5][N:4]1[C:11](=[O:27])[C:12]([OH:26])=[C:13]([C:15]([NH:17][CH2:18][C:19]3[CH:24]=[CH:23][C:22]([F:25])=[CH:21][CH:20]=3)=[O:16])[N:14]=[C:3]21.CCN(CC)CC.[CH3:35][N:36]([CH3:41])[S:37](Cl)(=[O:39])=[O:38].[O-]CC.[Na+], predict the reaction product. The product is: [CH3:35][N:36]([CH3:41])[S:37]([NH:1][C:2]12[CH2:8][CH2:7][CH:6]([CH2:9][CH2:10]1)[CH2:5][N:4]1[C:11](=[O:27])[C:12]([OH:26])=[C:13]([C:15]([NH:17][CH2:18][C:19]3[CH:20]=[CH:21][C:22]([F:25])=[CH:23][CH:24]=3)=[O:16])[N:14]=[C:3]21)(=[O:39])=[O:38]. (3) Given the reactants [O:1]=[C:2]([CH2:8][C:9]([O:11][CH3:12])=[O:10])[CH2:3][C:4]([O:6][CH3:7])=[O:5].[CH2:13](O)[CH2:14][OH:15].C[Si](Cl)(C)C, predict the reaction product. The product is: [O:1]1[CH2:13][CH2:14][O:15][C:2]1([CH2:3][C:4]([O:6][CH3:7])=[O:5])[CH2:8][C:9]([O:11][CH3:12])=[O:10]. (4) The product is: [CH:4]([C:7]1[O:11][N:10]=[C:9]([C:12]([NH:2][NH2:3])=[O:14])[CH:8]=1)([CH3:6])[CH3:5]. Given the reactants O.[NH2:2][NH2:3].[CH:4]([C:7]1[O:11][N:10]=[C:9]([C:12]([O:14]CC)=O)[CH:8]=1)([CH3:6])[CH3:5], predict the reaction product. (5) Given the reactants [O:1]=[C:2]1[CH:7]=[CH:6][C:5](=[O:8])[C:4]([C:9]([O:11][CH3:12])=[O:10])=[CH:3]1.[CH3:13][O:14][C:15]1[CH:20]=[CH:19][C:18]([CH:21]=[CH:22][CH3:23])=[CH:17][C:16]=1[O:24][CH3:25].C(=O)([O-])O.[Na+], predict the reaction product. The product is: [CH3:25][O:24][C:16]1[CH:17]=[C:18]([CH:21]2[CH:22]([CH3:23])[C:3]3=[C:4]([C:9]([O:11][CH3:12])=[O:10])[C:5]([OH:8])=[CH:6][CH:7]=[C:2]3[O:1]2)[CH:19]=[CH:20][C:15]=1[O:14][CH3:13]. (6) The product is: [Br:9][C:10]1[C:15]([Br:8])=[CH:14][CH:13]=[C:12]([O:16][CH3:17])[N:11]=1. Given the reactants C1C(=O)N([Br:8])C(=O)C1.[Br:9][C:10]1[CH:15]=[CH:14][CH:13]=[C:12]([O:16][CH3:17])[N:11]=1, predict the reaction product. (7) Given the reactants [Cl:1][C:2]1[C:10]([C:11]([F:14])([F:13])[F:12])=[CH:9][C:5]([C:6]([OH:8])=O)=[CH:4][N:3]=1.[CH3:15][O:16][C:17]1[CH:18]=[C:19]([CH:21]=[CH:22][CH:23]=1)[NH2:20], predict the reaction product. The product is: [Cl:1][C:2]1[C:10]([C:11]([F:14])([F:13])[F:12])=[CH:9][C:5]([C:6]([NH:20][C:19]2[CH:21]=[CH:22][CH:23]=[C:17]([O:16][CH3:15])[CH:18]=2)=[O:8])=[CH:4][N:3]=1. (8) Given the reactants C[O:2][C:3]([C:5]1([CH:13]=[N:14][O:15][CH2:16][C:17]2[CH:22]=[CH:21][CH:20]=[CH:19][CH:18]=2)[CH2:10][C@H:9]([CH3:11])[CH2:8][C@H:7]([CH3:12])[CH2:6]1)=[O:4].O.[OH-].[Li+].Cl, predict the reaction product. The product is: [CH2:16]([O:15][N:14]=[CH:13][C:5]1([C:3]([OH:4])=[O:2])[CH2:10][C@H:9]([CH3:11])[CH2:8][C@H:7]([CH3:12])[CH2:6]1)[C:17]1[CH:22]=[CH:21][CH:20]=[CH:19][CH:18]=1. (9) The product is: [C:1]([NH:5][C:6]1[N:15]([CH3:16])[C:14](=[O:17])[C:13]2[C:8](=[C:9]([C:28]3[NH:27][C:26]4[CH:22]([CH2:21][O:20][CH3:19])[NH:23][C:24](=[O:39])[C:25]=4[CH:29]=3)[CH:10]=[CH:11][CH:12]=2)[N:7]=1)([CH3:4])([CH3:3])[CH3:2]. Given the reactants [C:1]([NH:5][C:6]1[N:15]([CH3:16])[C:14](=[O:17])[C:13]2[C:8](=[C:9](I)[CH:10]=[CH:11][CH:12]=2)[N:7]=1)([CH3:4])([CH3:3])[CH3:2].[CH3:19][O:20][CH2:21][CH:22]1[C:26]2[NH:27][C:28](B3OC(C)(C)C(C)(C)O3)=[CH:29][C:25]=2[C:24](=[O:39])[NH:23]1.CC(C1C=C(C(C)C)C(C2C=CC=CC=2P(C2CCCCC2)C2CCCCC2)=C(C(C)C)C=1)C.[O-]P([O-])([O-])=O.[K+].[K+].[K+], predict the reaction product.